This data is from Peptide-MHC class II binding affinity with 134,281 pairs from IEDB. The task is: Regression. Given a peptide amino acid sequence and an MHC pseudo amino acid sequence, predict their binding affinity value. This is MHC class II binding data. (1) The peptide sequence is PNYLALLVKYVDGDG. The MHC is HLA-DQA10401-DQB10402 with pseudo-sequence HLA-DQA10401-DQB10402. The binding affinity (normalized) is 0.307. (2) The MHC is HLA-DQA10501-DQB10301 with pseudo-sequence HLA-DQA10501-DQB10301. The binding affinity (normalized) is 0.0589. The peptide sequence is YTPIGDNKALISK. (3) The peptide sequence is GVFVFNGTSWFITQR. The MHC is DRB1_0101 with pseudo-sequence DRB1_0101. The binding affinity (normalized) is 0.721. (4) The peptide sequence is GKKKYKLKHIVWASREL. The MHC is DRB4_0101 with pseudo-sequence DRB4_0103. The binding affinity (normalized) is 0.791. (5) The peptide sequence is INELIASGSEKLASV. The MHC is DRB1_1201 with pseudo-sequence DRB1_1201. The binding affinity (normalized) is 0.162. (6) The peptide sequence is APEDKYEAFVLHFSE. The MHC is DRB1_0405 with pseudo-sequence DRB1_0405. The binding affinity (normalized) is 0.411. (7) The peptide sequence is YDKFLANVSTNLTGK. The MHC is DRB1_1001 with pseudo-sequence DRB1_1001. The binding affinity (normalized) is 0.673. (8) The peptide sequence is YVKFPGGGQIVGGVY. The MHC is HLA-DQA10501-DQB10301 with pseudo-sequence HLA-DQA10501-DQB10301. The binding affinity (normalized) is 0.727. (9) The peptide sequence is MSLFEVDQTKIQYVI. The MHC is DRB1_0802 with pseudo-sequence DRB1_0802. The binding affinity (normalized) is 0.279. (10) The peptide sequence is QEALNIALVAVSLIA. The MHC is DRB1_0802 with pseudo-sequence DRB1_0802. The binding affinity (normalized) is 0.296.